This data is from Catalyst prediction with 721,799 reactions and 888 catalyst types from USPTO. The task is: Predict which catalyst facilitates the given reaction. Reactant: [C:1]1([C:11](Cl)=[O:12])[C:10]2[C:5](=[CH:6][CH:7]=[CH:8][CH:9]=2)[CH:4]=[CH:3][CH:2]=1.[CH2:14]([NH:18][CH:19]1[CH2:24][CH2:23][N:22]([C:25]([O:27][C:28]([CH3:31])([CH3:30])[CH3:29])=[O:26])[CH2:21][CH2:20]1)[CH2:15][CH2:16][CH3:17].C(N(CC)CC)C. Product: [C:28]([O:27][C:25]([N:22]1[CH2:21][CH2:20][CH:19]([N:18]([CH2:14][CH2:15][CH2:16][CH3:17])[C:11]([C:1]2[C:10]3[C:5](=[CH:6][CH:7]=[CH:8][CH:9]=3)[CH:4]=[CH:3][CH:2]=2)=[O:12])[CH2:24][CH2:23]1)=[O:26])([CH3:31])([CH3:30])[CH3:29]. The catalyst class is: 4.